From a dataset of Full USPTO retrosynthesis dataset with 1.9M reactions from patents (1976-2016). Predict the reactants needed to synthesize the given product. (1) Given the product [Cl:32][C:33]1[CH:38]=[CH:37][C:36]([C:3]2[C:8](=[O:9])[N:7]3[CH:10]=[CH:11][CH:12]=[CH:13][C:6]3=[N:5][C:4]=2[CH2:14][CH3:15])=[CH:35][CH:34]=1, predict the reactants needed to synthesize it. The reactants are: Br.Br[C:3]1[C:8](=[O:9])[N:7]2[CH:10]=[CH:11][CH:12]=[CH:13][C:6]2=[N:5][C:4]=1[CH2:14][CH3:15].BrC1C(=O)N2C=CC=CC2=NC=1CCCC.[Cl:32][C:33]1[CH:38]=[CH:37][C:36](B(O)O)=[CH:35][CH:34]=1.COC1C=CC(B(O)O)=CC=1. (2) Given the product [Cl:1][C:2]1[CH:3]=[C:4]([C:12]2([CH3:27])[O:16][N:15]=[C:14]([C:17]3[CH:25]=[CH:24][C:20]([C:21]([N:29]4[CH2:33][C:32](=[O:34])[NH:31][CH2:30]4)=[O:22])=[C:19]([CH3:26])[CH:18]=3)[CH2:13]2)[CH:5]=[C:6]([C:8]([F:9])([F:11])[F:10])[CH:7]=1, predict the reactants needed to synthesize it. The reactants are: [Cl:1][C:2]1[CH:3]=[C:4]([C:12]2([CH3:27])[O:16][N:15]=[C:14]([C:17]3[CH:25]=[CH:24][C:20]([C:21](O)=[O:22])=[C:19]([CH3:26])[CH:18]=3)[CH2:13]2)[CH:5]=[C:6]([C:8]([F:11])([F:10])[F:9])[CH:7]=1.Cl.[NH:29]1[CH2:33][C:32](=[O:34])[NH:31][CH2:30]1.C1C=CC2N(O)N=NC=2C=1.C(N(CC)CC)C.CCN=C=NCCCN(C)C.